From a dataset of Peptide-MHC class II binding affinity with 134,281 pairs from IEDB. Regression. Given a peptide amino acid sequence and an MHC pseudo amino acid sequence, predict their binding affinity value. This is MHC class II binding data. The peptide sequence is GQHTLPRCWLIRNGS. The MHC is DRB1_0101 with pseudo-sequence DRB1_0101. The binding affinity (normalized) is 0.635.